From a dataset of Full USPTO retrosynthesis dataset with 1.9M reactions from patents (1976-2016). Predict the reactants needed to synthesize the given product. Given the product [C:3]1([CH3:2])[CH:4]=[CH:5][CH:1]=[CH:10][C:9]=1[C@@H:17]1[CH:16]=[CH:12][CH2:13][O:15]1, predict the reactants needed to synthesize it. The reactants are: [CH:1]1[CH2:5][CH2:4][CH2:3][CH:2]=1.[N+]([C:9]1[CH:17]=[CH:16][C:12]([C:13]([OH:15])=O)=C[CH:10]=1)([O-])=O.